Task: Regression. Given a peptide amino acid sequence and an MHC pseudo amino acid sequence, predict their binding affinity value. This is MHC class II binding data.. Dataset: Peptide-MHC class II binding affinity with 134,281 pairs from IEDB (1) The peptide sequence is HEMNNGGDAMYMALI. The MHC is DRB1_0404 with pseudo-sequence DRB1_0404. The binding affinity (normalized) is 0.360. (2) The peptide sequence is AMRDMAGRFEVHAQT. The MHC is DRB1_1201 with pseudo-sequence DRB1_1201. The binding affinity (normalized) is 0.142. (3) The peptide sequence is ILDLCYQLSMRIANQ. The MHC is DRB1_0901 with pseudo-sequence DRB1_0901. The binding affinity (normalized) is 0.188. (4) The peptide sequence is LVQSYGWNIVTMKSGVDV. The MHC is DRB1_0101 with pseudo-sequence DRB1_0101. The binding affinity (normalized) is 0.169.